From a dataset of CYP2D6 inhibition data for predicting drug metabolism from PubChem BioAssay. Regression/Classification. Given a drug SMILES string, predict its absorption, distribution, metabolism, or excretion properties. Task type varies by dataset: regression for continuous measurements (e.g., permeability, clearance, half-life) or binary classification for categorical outcomes (e.g., BBB penetration, CYP inhibition). Dataset: cyp2d6_veith. (1) The molecule is CN(C)CCCN1c2ccccc2C(C)(C)c2ccccc21. The result is 1 (inhibitor). (2) The result is 1 (inhibitor). The molecule is NC(=NCc1ccc(Cl)c(Cl)c1)NC(=O)c1nc(Cl)c(N)nc1N. (3) The result is 0 (non-inhibitor). The drug is COC(=O)[C@@]1(Cc2ccc(OC)cc2)[C@H]2c3cc(C(=O)N4CCCC4)n(Cc4ccc(C)o4)c3C[C@H]2CN1C(=O)c1ccccc1. (4) The compound is CN(C)CCn1c(CO)nc2c1c(=O)n(C)c(=O)n2C. The result is 0 (non-inhibitor). (5) The compound is C[C@H]1C[C@H]2[C@@H]3CC[C@](O)(C(=O)CO)[C@@]3(C)C[C@H](O)[C@H]2[C@@]2(C)C=CC(=O)C=C12. The result is 0 (non-inhibitor). (6) The drug is CC(=O)c1cn(CCCCCCCCCCn2cc(C(C)=O)c(=O)[nH]c2=O)c(=O)[nH]c1=O. The result is 0 (non-inhibitor). (7) The drug is CCOc1ccc2[nH]c(=O)c(CN(CCc3ccccc3)C(=O)N3CCOCC3)cc2c1. The result is 0 (non-inhibitor).